The task is: Predict which catalyst facilitates the given reaction.. This data is from Catalyst prediction with 721,799 reactions and 888 catalyst types from USPTO. (1) Reactant: C([O:8][C:9]([Cl:12])(Cl)Cl)(OC(Cl)(Cl)Cl)=O.[NH:13]1[CH2:18][CH2:17][O:16][CH2:15][CH2:14]1. Product: [N:13]1([C:9]([Cl:12])=[O:8])[CH2:18][CH2:17][O:16][CH2:15][CH2:14]1. The catalyst class is: 4. (2) Reactant: [N:1]1[C:5]2[CH:6]=[CH:7][CH:8]=[CH:9][C:4]=2[NH:3][C:2]=1[CH2:10][C:11]#[N:12].[C:13]([CH:16]([CH2:22][C:23]([O:25][CH2:26][CH3:27])=[O:24])[C:17](OCC)=[O:18])(=O)[CH3:14].C([O-])(=O)C.[NH4+]. Product: [CH2:26]([O:25][C:23]([CH2:22][C:16]1[C:17](=[O:18])[N:3]2[C:2]([NH:1][C:5]3[CH:6]=[CH:7][CH:8]=[CH:9][C:4]=32)=[C:10]([C:11]#[N:12])[C:13]=1[CH3:14])=[O:24])[CH3:27]. The catalyst class is: 6. (3) Reactant: [N:1]1([C:10]2[CH:15]=[CH:14][C:13]([NH:16][OH:17])=[CH:12][CH:11]=2)[C:9]2[CH:8]=[CH:7][N:6]=[CH:5][C:4]=2[N:3]=[CH:2]1.[Cl:18][C:19]1[CH:24]=[CH:23][C:22]([N:25]=[C:26]=[O:27])=[CH:21][C:20]=1[C:28]([F:31])([F:30])[F:29]. Product: [Cl:18][C:19]1[CH:24]=[CH:23][C:22]([NH:25][C:26]([N:16]([OH:17])[C:13]2[CH:12]=[CH:11][C:10]([N:1]3[C:9]4[CH:8]=[CH:7][N:6]=[CH:5][C:4]=4[N:3]=[CH:2]3)=[CH:15][CH:14]=2)=[O:27])=[CH:21][C:20]=1[C:28]([F:29])([F:30])[F:31]. The catalyst class is: 2. (4) Reactant: [CH2:1]([CH:5]1[CH:17]2[C:9]([C:10]3[C:15]([CH2:16]2)=[C:14]([CH3:18])[C:13]([O:19]C)=[CH:12][CH:11]=3)=[C:8]([CH3:21])[C:7](=[O:22])[CH2:6]1)[CH2:2][CH2:3][CH3:4].B(Br)(Br)Br. Product: [CH2:1]([CH:5]1[CH:17]2[C:9]([C:10]3[C:15]([CH2:16]2)=[C:14]([CH3:18])[C:13]([OH:19])=[CH:12][CH:11]=3)=[C:8]([CH3:21])[C:7](=[O:22])[CH2:6]1)[CH2:2][CH2:3][CH3:4]. The catalyst class is: 2. (5) Reactant: C(OC(=O)[NH:7][C:8]1[CH:13]=[C:12]([O:14][CH2:15][CH3:16])[C:11]([C:17]([F:20])([F:19])[F:18])=[CH:10][C:9]=1[NH:21][C:22](=[O:40])[CH2:23][C:24]([C:26]1[CH:31]=[CH:30][CH:29]=[C:28]([C:32]2[CH:37]=[C:36]([CH3:38])[N:35]=[C:34]([CH3:39])[CH:33]=2)[CH:27]=1)=O)(C)(C)C.C(O)(C(F)(F)F)=O. Product: [CH3:39][C:34]1[CH:33]=[C:32]([C:28]2[CH:27]=[C:26]([C:24]3[CH2:23][C:22](=[O:40])[NH:21][C:9]4[CH:10]=[C:11]([C:17]([F:20])([F:18])[F:19])[C:12]([O:14][CH2:15][CH3:16])=[CH:13][C:8]=4[N:7]=3)[CH:31]=[CH:30][CH:29]=2)[CH:37]=[C:36]([CH3:38])[N:35]=1. The catalyst class is: 2. (6) Reactant: [N:1]1[C:10]2[C:5](=[N:6][CH:7]=[CH:8][N:9]=2)[C:4]([NH:11][CH2:12][CH2:13][C:14]2[CH:19]=[CH:18][C:17]([OH:20])=[CH:16][CH:15]=2)=[N:3][CH:2]=1.CS(C)=O.Cl[C:26]1[CH:31]=[CH:30][C:29]([C:32]([F:35])([F:34])[F:33])=[CH:28][N:27]=1.C([O-])([O-])=O.[K+].[K+]. Product: [N:1]1[C:10]2[C:5](=[N:6][CH:7]=[CH:8][N:9]=2)[C:4]([NH:11][CH2:12][CH2:13][C:14]2[CH:19]=[CH:18][C:17]([O:20][C:26]3[CH:31]=[CH:30][C:29]([C:32]([F:35])([F:34])[F:33])=[CH:28][N:27]=3)=[CH:16][CH:15]=2)=[N:3][CH:2]=1. The catalyst class is: 6. (7) Reactant: [CH2:1]([C:3]1[CH:8]=[C:7]([OH:9])[CH:6]=[CH:5][C:4]=1[C:10]1[N:14]=[C:13]([C:15]2[CH:16]=[CH:17][C:18]([O:23][CH:24]([CH3:26])[CH3:25])=[C:19]([CH:22]=2)[C:20]#[N:21])[O:12][N:11]=1)[CH3:2].C(=O)([O-])[O-].[K+].[K+].Br[CH2:34][C:35]([O:37][CH2:38][CH3:39])=[O:36]. Product: [C:20]([C:19]1[CH:22]=[C:15]([C:13]2[O:12][N:11]=[C:10]([C:4]3[CH:5]=[CH:6][C:7]([O:9][CH2:34][C:35]([O:37][CH2:38][CH3:39])=[O:36])=[CH:8][C:3]=3[CH2:1][CH3:2])[N:14]=2)[CH:16]=[CH:17][C:18]=1[O:23][CH:24]([CH3:25])[CH3:26])#[N:21]. The catalyst class is: 42.